This data is from Forward reaction prediction with 1.9M reactions from USPTO patents (1976-2016). The task is: Predict the product of the given reaction. (1) Given the reactants Br[C:2]1[C:3]([NH:19][CH2:20][C:21]([CH3:24])([CH3:23])[CH3:22])=[N:4][C:5]([C:8]2[N:12]3[CH:13]=[C:14]([C:17]#[N:18])[CH:15]=[CH:16][C:11]3=[N:10][CH:9]=2)=[N:6][CH:7]=1.[N:25]1([C:31]([O:33][C:34]([CH3:37])([CH3:36])[CH3:35])=[O:32])[CH2:30][CH2:29][NH:28][CH2:27][CH2:26]1.CC(C)([O-])C.[Na+].C1(C2C=CC=CC=2)C=CC=CC=1P(C(C)(C)C)C(C)(C)C, predict the reaction product. The product is: [C:34]([O:33][C:31]([N:25]1[CH2:30][CH2:29][N:28]([C:2]2[C:3]([NH:19][CH2:20][C:21]([CH3:24])([CH3:23])[CH3:22])=[N:4][C:5]([C:8]3[N:12]4[CH:13]=[C:14]([C:17]#[N:18])[CH:15]=[CH:16][C:11]4=[N:10][CH:9]=3)=[N:6][CH:7]=2)[CH2:27][CH2:26]1)=[O:32])([CH3:37])([CH3:35])[CH3:36]. (2) The product is: [Cl:21][CH:3]([C:5]1[CH:14]=[CH:13][C:12]2[C:7](=[CH:8][CH:9]=[CH:10][CH:11]=2)[CH:6]=1)[C:2]([CH3:15])([N+:16]([O-:18])=[O:17])[CH3:1]. Given the reactants [CH3:1][C:2]([N+:16]([O-:18])=[O:17])([CH3:15])[CH:3]([C:5]1[CH:14]=[CH:13][C:12]2[C:7](=[CH:8][CH:9]=[CH:10][CH:11]=2)[CH:6]=1)O.S(Cl)([Cl:21])=O, predict the reaction product. (3) Given the reactants C1C2C(=CC=C(S(N(CC(O)=O)C3C=CC(C)=CC=3)(=O)=O)C=2)CCN1.C(NCC)C.[CH2:31]([N:33]([CH2:60][CH3:61])[C:34](=[O:59])[CH2:35][N:36]([S:44]([C:47]1[CH:56]=[C:55]2[C:50]([CH2:51][CH2:52][N:53](C=O)[CH2:54]2)=[CH:49][CH:48]=1)(=[O:46])=[O:45])[C:37]1[CH:42]=[CH:41][C:40]([CH3:43])=[CH:39][CH:38]=1)[CH3:32], predict the reaction product. The product is: [CH2:60]([N:33]([CH2:31][CH3:32])[C:34](=[O:59])[CH2:35][N:36]([S:44]([C:47]1[CH:56]=[C:55]2[C:50]([CH2:51][CH2:52][NH:53][CH2:54]2)=[CH:49][CH:48]=1)(=[O:46])=[O:45])[C:37]1[CH:42]=[CH:41][C:40]([CH3:43])=[CH:39][CH:38]=1)[CH3:61].